This data is from Forward reaction prediction with 1.9M reactions from USPTO patents (1976-2016). The task is: Predict the product of the given reaction. Given the reactants [OH-:1].[Na+].OO.[N+:5]([C:8]1[CH:13]=[CH:12][CH:11]=[C:10](/[CH:14]=[C:15](\[N+:17]([O-:19])=[O:18])/[CH3:16])[CH:9]=1)([O-:7])=[O:6].Cl, predict the reaction product. The product is: [CH3:16][C:15]1([N+:17]([O-:19])=[O:18])[CH:14]([C:10]2[CH:11]=[CH:12][CH:13]=[C:8]([N+:5]([O-:7])=[O:6])[CH:9]=2)[O:1]1.